This data is from Forward reaction prediction with 1.9M reactions from USPTO patents (1976-2016). The task is: Predict the product of the given reaction. (1) Given the reactants [C:9](O[C:9]([O:11][C:12]([CH3:15])([CH3:14])[CH3:13])=[O:10])([O:11][C:12]([CH3:15])([CH3:14])[CH3:13])=[O:10].[NH2:16][CH2:17][CH2:18][NH:19][S:20]([C:23]1[CH:28]=[CH:27][C:26]([Br:29])=[CH:25][C:24]=1[O:30][C:31]([F:34])([F:33])[F:32])(=[O:22])=[O:21], predict the reaction product. The product is: [Br:29][C:26]1[CH:27]=[CH:28][C:23]([S:20]([N:19]([C:9]([O:11][C:12]([CH3:13])([CH3:14])[CH3:15])=[O:10])[CH2:18][CH2:17][NH:16][C:9](=[O:10])[O:11][C:12]([CH3:15])([CH3:14])[CH3:13])(=[O:21])=[O:22])=[C:24]([O:30][C:31]([F:33])([F:34])[F:32])[CH:25]=1. (2) Given the reactants [CH3:1][N:2]1[C:7]2[CH:8]=[CH:9][C:10]([N:12]3[CH2:16][C@H:15]([C:17]([NH2:19])=[O:18])[O:14][C:13]3=[O:20])=[CH:11][C:6]=2[O:5][CH2:4][C:3]1=[O:21].[CH3:22]N, predict the reaction product. The product is: [CH3:22][NH:19][C:17]([C@@H:15]1[O:14][C:13](=[O:20])[N:12]([C:10]2[CH:9]=[CH:8][C:7]3[N:2]([CH3:1])[C:3](=[O:21])[CH2:4][O:5][C:6]=3[CH:11]=2)[CH2:16]1)=[O:18]. (3) The product is: [CH3:18][Si:15]([CH3:16])([CH3:17])[CH2:14][CH2:13][O:12][CH2:11][N:9]1[CH:10]=[C:6]([C:4](=[O:5])[CH3:20])[CH:7]=[N:8]1. Given the reactants CON(C)[C:4]([C:6]1[CH:7]=[N:8][N:9]([CH2:11][O:12][CH2:13][CH2:14][Si:15]([CH3:18])([CH3:17])[CH3:16])[CH:10]=1)=[O:5].[CH3:20][Mg]Br.[Cl-].[NH4+], predict the reaction product. (4) Given the reactants [NH2:1][C:2](=[C:5]([Cl:7])[Cl:6])[C:3]#[N:4].[N+:8]([C:11]1[CH:18]=[CH:17][C:14]([CH:15]=O)=[CH:13][CH:12]=1)([O-:10])=[O:9], predict the reaction product. The product is: [N+:8]([C:11]1[CH:18]=[CH:17][C:14]([CH:15]=[N:1][C:2](=[C:5]([Cl:7])[Cl:6])[C:3]#[N:4])=[CH:13][CH:12]=1)([O-:10])=[O:9]. (5) Given the reactants [OH-].[K+].[C:3]1([C:9]2[NH:10][CH:11]=[C:12]([C:14]3[CH:19]=[CH:18][C:17]([O:20][CH3:21])=[CH:16][CH:15]=3)[N:13]=2)[CH:8]=[CH:7][CH:6]=[CH:5][CH:4]=1.Br[CH2:23][CH2:24][CH2:25][CH3:26], predict the reaction product. The product is: [CH2:23]([N:10]1[CH:11]=[C:12]([C:14]2[CH:15]=[CH:16][C:17]([O:20][CH3:21])=[CH:18][CH:19]=2)[N:13]=[C:9]1[C:3]1[CH:4]=[CH:5][CH:6]=[CH:7][CH:8]=1)[CH2:24][CH2:25][CH3:26]. (6) Given the reactants [Na].[NH2:2][C:3]1[CH:7]=[CH:6][NH:5][N:4]=1.[CH3:8][CH:9]([C:15](OCC)=[O:16])[C:10](OCC)=[O:11], predict the reaction product. The product is: [CH3:8][C:9]1[C:15]([OH:16])=[N:2][C:3]2[N:4]([N:5]=[CH:6][CH:7]=2)[C:10]=1[OH:11]. (7) Given the reactants [NH2:1][C:2]1[CH:11]=[CH:10][C:5]([C:6]([O:8][CH3:9])=[O:7])=[CH:4][C:3]=1[OH:12].[C:13](C1NC=CN=1)(C1NC=CN=1)=[O:14], predict the reaction product. The product is: [O:14]=[C:13]1[NH:1][C:2]2[CH:11]=[CH:10][C:5]([C:6]([O:8][CH3:9])=[O:7])=[CH:4][C:3]=2[O:12]1. (8) Given the reactants Br[C:2]1[CH:3]=[C:4]([S:9][C:10]2[CH:22]=[CH:21][C:13]([O:14][CH2:15][C:16]([O:18][CH2:19][CH3:20])=[O:17])=[C:12]([CH3:23])[CH:11]=2)[CH:5]=[C:6](Br)[CH:7]=1.[C:24]([C:26]1[CH:31]=[CH:30][CH:29]=[CH:28][N:27]=1)#[CH:25].C(P(C(C)(C)C)C(C)(C)C)(C)(C)C.[CH2:45]1[CH2:50][CH2:49][CH2:48][CH2:47][CH2:46]1.[CH:51]([NH:54]C(C)C)(C)C, predict the reaction product. The product is: [N:27]1[CH:28]=[CH:29][CH:30]=[CH:31][C:26]=1[C:24]#[C:25][C:2]1[CH:3]=[C:4]([S:9][C:10]2[CH:22]=[CH:21][C:13]([O:14][CH2:15][C:16]([O:18][CH2:19][CH3:20])=[O:17])=[C:12]([CH3:23])[CH:11]=2)[CH:5]=[C:6]([C:45]#[C:50][C:49]2[CH:48]=[CH:47][CH:46]=[CH:51][N:54]=2)[CH:7]=1. (9) Given the reactants [CH:1]1([C:4]2[CH:5]=[C:6]([CH:9]=[C:10]([O:13][CH2:14][CH2:15][CH2:16][O:17][CH3:18])[C:11]=2I)[CH:7]=[O:8])[CH2:3][CH2:2]1.[F:19][C:20]1[CH:25]=[CH:24][C:23](B(O)O)=[CH:22][CH:21]=1, predict the reaction product. The product is: [CH:1]1([C:4]2[CH:5]=[C:6]([CH:7]=[O:8])[CH:9]=[C:10]([O:13][CH2:14][CH2:15][CH2:16][O:17][CH3:18])[C:11]=2[C:23]2[CH:24]=[CH:25][C:20]([F:19])=[CH:21][CH:22]=2)[CH2:3][CH2:2]1.